This data is from Full USPTO retrosynthesis dataset with 1.9M reactions from patents (1976-2016). The task is: Predict the reactants needed to synthesize the given product. (1) Given the product [CH2:29]1[C:37]2[C:32](=[CH:33][CH:34]=[CH:35][CH:36]=2)[CH2:31][N:30]1[C:24]([C:20]1[N:21]([CH3:23])[CH:22]=[C:18]([NH:17][C:15]([C:10]2[C:9]([C:6]3[CH:7]=[CH:8][C:3]([C:2]([F:28])([F:27])[F:1])=[CH:4][CH:5]=3)=[CH:14][CH:13]=[CH:12][CH:11]=2)=[O:16])[CH:19]=1)=[O:26], predict the reactants needed to synthesize it. The reactants are: [F:1][C:2]([F:28])([F:27])[C:3]1[CH:8]=[CH:7][C:6]([C:9]2[C:10]([C:15]([NH:17][C:18]3[CH:19]=[C:20]([C:24]([OH:26])=O)[N:21]([CH3:23])[CH:22]=3)=[O:16])=[CH:11][CH:12]=[CH:13][CH:14]=2)=[CH:5][CH:4]=1.[CH2:29]1[C:37]2[C:32](=[CH:33][CH:34]=[CH:35][CH:36]=2)[CH2:31][NH:30]1.CN(C(ON1N=NC2C=CC=CC1=2)=[N+](C)C)C.[B-](F)(F)(F)F.C(N(C(C)C)C(C)C)C. (2) Given the product [Cl:12][C:9]1[S:8][C:4]2[N:5]=[CH:6][N:7]=[C:2]([NH:13][C:14]3[CH:27]=[CH:26][C:25]([F:28])=[CH:24][C:15]=3[O:16][C@H:17]3[CH2:22][CH2:21][CH2:20][C@H:19]([OH:23])[CH2:18]3)[C:3]=2[C:10]=1[CH3:11], predict the reactants needed to synthesize it. The reactants are: Cl[C:2]1[C:3]2[C:10]([CH3:11])=[C:9]([Cl:12])[S:8][C:4]=2[N:5]=[CH:6][N:7]=1.[NH2:13][C:14]1[CH:27]=[CH:26][C:25]([F:28])=[CH:24][C:15]=1[O:16][C@H:17]1[CH2:22][CH2:21][CH2:20][C@H:19]([OH:23])[CH2:18]1.O.C1(C)C=CC(S(O)(=O)=O)=CC=1. (3) Given the product [Br:13][C:9]1[C:8]([CH3:14])=[C:7]([C:16]2[CH:21]=[CH:20][CH:19]=[CH:18][N:17]=2)[CH:12]=[CH:11][CH:10]=1, predict the reactants needed to synthesize it. The reactants are: C([Mg]Cl)(C)C.Br[C:7]1[CH:12]=[CH:11][CH:10]=[C:9]([Br:13])[C:8]=1[CH3:14].Br[C:16]1[CH:21]=[CH:20][CH:19]=[CH:18][N:17]=1. (4) Given the product [N:3]1[CH:4]=[CH:5][CH:6]=[N:1][C:2]=1[C:7](=[O:9])[S:23][C:17]1[CH:22]=[CH:21][CH:20]=[CH:19][CH:18]=1, predict the reactants needed to synthesize it. The reactants are: [N:1]1[CH:6]=[CH:5][CH:4]=[N:3][C:2]=1[C:7]([O-:9])=O.[Na+].Cl.N1C=CN=C1.[C:17]1([SH:23])[CH:22]=[CH:21][CH:20]=[CH:19][CH:18]=1.O.